This data is from Full USPTO retrosynthesis dataset with 1.9M reactions from patents (1976-2016). The task is: Predict the reactants needed to synthesize the given product. (1) Given the product [F:1][C:2]([F:18])([CH2:14][CH:15]([CH3:17])[CH3:16])[CH2:3][O:4][C:5]1[CH:10]=[C:9]([CH3:11])[C:8]([NH2:38])=[CH:7][C:6]=1[CH3:13], predict the reactants needed to synthesize it. The reactants are: [F:1][C:2]([F:18])([CH2:14][CH:15]([CH3:17])[CH3:16])[CH2:3][O:4][C:5]1[CH:10]=[C:9]([CH3:11])[C:8](Br)=[CH:7][C:6]=1[CH3:13].C1([Si]([NH2:38])(C2C=CC=CC=2)C2C=CC=CC=2)C=CC=CC=1.C1(P(C2CCCCC2)C2C=CC=CC=2C2C=CC=CC=2)CCCCC1.C[Si](C)(C)[N-][Si](C)(C)C.[Li+].Cl.C(=O)([O-])O.[Na+]. (2) Given the product [F:33][C:30]1[CH:29]=[CH:28][C:27]([CH2:26][O:25][CH2:24][C:23]([NH:35][CH2:38][CH2:39][CH2:40][CH2:41][CH:42]2[CH2:45][N:44]([C:46]([O:48][C:49]([CH3:52])([CH3:51])[CH3:50])=[O:47])[CH2:43]2)=[O:34])=[CH:32][CH:31]=1, predict the reactants needed to synthesize it. The reactants are: C(N1CC(CCCCN[C:23](=[O:34])[CH2:24][O:25][CH2:26][C:27]2[CH:32]=[CH:31][C:30]([F:33])=[CH:29][CH:28]=2)C1)(C1C=CC=CC=1)C1C=CC=CC=1.[N:35]([CH2:38][CH2:39][CH2:40][CH2:41][CH:42]1[CH2:45][N:44]([C:46]([O:48][C:49]([CH3:52])([CH3:51])[CH3:50])=[O:47])[CH2:43]1)=[N+]=[N-]. (3) Given the product [CH3:28][O:1][C:2]1[N:6]([C:7]2[CH:12]=[CH:11][C:10]([C:13](=[O:22])[NH:14][CH2:15][CH:16]3[CH2:17][CH2:18][O:19][CH2:20][CH2:21]3)=[CH:9][N:8]=2)[N:5]=[CH:4][C:3]=1[C:23]([O:25][CH2:26][CH3:27])=[O:24], predict the reactants needed to synthesize it. The reactants are: [OH:1][C:2]1[N:6]([C:7]2[CH:12]=[CH:11][C:10]([C:13](=[O:22])[NH:14][CH2:15][CH:16]3[CH2:21][CH2:20][O:19][CH2:18][CH2:17]3)=[CH:9][N:8]=2)[N:5]=[CH:4][C:3]=1[C:23]([O:25][CH2:26][CH3:27])=[O:24].[CH3:28]COC(C)=O.[N+](=C[Si](C)(C)C)=[N-].C(O)(=O)C. (4) Given the product [NH:8]1[C:3]2[CH:4]=[CH:5][CH:6]=[CH:7][C:2]=2[N:1]=[C:9]1[CH2:10][C:11]1[C:19]2[C:18]([OH:20])=[CH:17][C:16]([F:21])=[CH:15][C:14]=2[N:13]([CH2:22][CH3:23])[CH:12]=1, predict the reactants needed to synthesize it. The reactants are: [NH2:1][C:2]1[CH:7]=[CH:6][CH:5]=[CH:4][C:3]=1[NH:8][C:9](=O)[CH2:10][C:11]1[C:19]2[C:14](=[CH:15][C:16]([F:21])=[CH:17][C:18]=2[OH:20])[N:13]([CH2:22][CH3:23])[CH:12]=1. (5) Given the product [Cl:12][C:3]1[C:2]([CH3:1])=[CH:10][C:9]([CH3:11])=[CH:8][C:4]=1[C:5]([Cl:7])=[O:6], predict the reactants needed to synthesize it. The reactants are: [CH3:1][C:2]1[CH:3]=[C:4]([CH:8]=[C:9]([CH3:11])[CH:10]=1)[C:5]([Cl:7])=[O:6].[Cl:12]Cl. (6) The reactants are: [O:1]([CH2:19][CH2:20][C:21]1([CH2:27][CH2:28][O:29][C:30]2[CH:39]=[CH:38][CH:37]=[CH:36][C:31]=2[C:32]([O:34][CH3:35])=[O:33])[CH2:26][CH2:25][CH2:24][CH2:23][CH2:22]1)[Si](C(C)(C)C)(C1C=CC=CC=1)C1C=CC=CC=1.[F-].C([N+](CCCC)(CCCC)CCCC)CCC.O1CCCC1. Given the product [OH:1][CH2:19][CH2:20][C:21]1([CH2:27][CH2:28][O:29][C:30]2[CH:39]=[CH:38][CH:37]=[CH:36][C:31]=2[C:32]([O:34][CH3:35])=[O:33])[CH2:26][CH2:25][CH2:24][CH2:23][CH2:22]1, predict the reactants needed to synthesize it. (7) Given the product [Cl:17][C:18]1[C:19]([CH2:26][NH:1][C:2]2[CH:3]=[CH:4][C:5]([F:16])=[C:6]([C@@:8]3([CH3:15])[NH:13][C:12](=[S:14])[CH2:11][O:10][CH2:9]3)[CH:7]=2)=[N:20][N:21]([CH:23]([F:25])[F:24])[CH:22]=1, predict the reactants needed to synthesize it. The reactants are: [NH2:1][C:2]1[CH:3]=[CH:4][C:5]([F:16])=[C:6]([C@@:8]2([CH3:15])[NH:13][C:12](=[S:14])[CH2:11][O:10][CH2:9]2)[CH:7]=1.[Cl:17][C:18]1[C:19]([CH:26]=O)=[N:20][N:21]([CH:23]([F:25])[F:24])[CH:22]=1.[B][B][B][B][B][B][B][B][B][B].